From a dataset of Retrosynthesis with 50K atom-mapped reactions and 10 reaction types from USPTO. Predict the reactants needed to synthesize the given product. (1) The reactants are: CC(C)(C)N1C(=O)C(Cl)=C(c2ccccc2)S1(=O)=O.NC1CCN(c2ncc(C(F)(F)F)cc2Cl)CC1. Given the product CC(C)(C)N1C(=O)C(NC2CCN(c3ncc(C(F)(F)F)cc3Cl)CC2)=C(c2ccccc2)S1(=O)=O, predict the reactants needed to synthesize it. (2) Given the product NCCc1ccc(Oc2ccc(Cl)c(C(F)(F)F)c2)cc1, predict the reactants needed to synthesize it. The reactants are: O=[N+]([O-])CCc1ccc(Oc2ccc(Cl)c(C(F)(F)F)c2)cc1. (3) Given the product COc1cc(C(=O)N2[C@@H](c3nccs3)[C@@H](c3cnccn3)C[C@@]2(Cc2cscn2)C(=O)OC(C)(C)C)ccc1C(C)(C)C, predict the reactants needed to synthesize it. The reactants are: CC(C)(C)OC(=O)[C@]1(Cc2cscn2)C[C@H](c2cnccn2)[C@H](c2nccs2)N1.COc1cc(C(=O)Cl)ccc1C(C)(C)C. (4) Given the product Cc1cc(F)ccc1NC1CN(c2ncc(F)cc2C(=O)O)C1, predict the reactants needed to synthesize it. The reactants are: COC(=O)c1cc(F)cnc1N1CC(Nc2ccc(F)cc2C)C1. (5) Given the product COc1ccc(-c2csc(NC(=O)Cc3ccc(C#N)cc3)n2)cc1, predict the reactants needed to synthesize it. The reactants are: COc1ccc(-c2csc(N)n2)cc1.N#Cc1ccc(CC(=O)O)cc1.